This data is from Peptide-MHC class II binding affinity with 134,281 pairs from IEDB. The task is: Regression. Given a peptide amino acid sequence and an MHC pseudo amino acid sequence, predict their binding affinity value. This is MHC class II binding data. (1) The peptide sequence is GAATVAAGAATTAAG. The MHC is DRB1_1101 with pseudo-sequence DRB1_1101. The binding affinity (normalized) is 0.403. (2) The peptide sequence is YHFDLSGIAFGSMAK. The MHC is DRB1_0802 with pseudo-sequence DRB1_0802. The binding affinity (normalized) is 0. (3) The peptide sequence is EAAFTVSSKRNLADA. The MHC is DRB3_0202 with pseudo-sequence DRB3_0202. The binding affinity (normalized) is 0.391.